The task is: Predict the reaction yield, written as a fraction of the theoretical maximum amount of product (1.0 means a 100% yield; for example, 0.34 means a 34% yield).. This data is from Reaction yield outcomes from USPTO patents with 853,638 reactions. (1) The reactants are [CH3:1][C:2]1[CH:24]=[CH:23][C:22]([N+:25]([O-])=O)=[CH:21][C:3]=1[NH:4][C:5]1[CH:10]=[C:9]([C:11]([F:14])([F:13])[F:12])[N:8]=[C:7]([C:15]2[CH:20]=[CH:19][N:18]=[CH:17][CH:16]=2)[N:6]=1.[Sn](Cl)(Cl)(Cl)Cl.[OH-].[Na+]. The yield is 0.570. The catalyst is C(O)C. The product is [NH2:25][C:22]1[CH:23]=[CH:24][C:2]([CH3:1])=[C:3]([CH:21]=1)[NH:4][C:5]1[CH:10]=[C:9]([C:11]([F:13])([F:14])[F:12])[N:8]=[C:7]([C:15]2[CH:20]=[CH:19][N:18]=[CH:17][CH:16]=2)[N:6]=1. (2) The yield is 0.900. The product is [CH3:1][O:2][CH:3]([O:6][CH3:7])[CH2:4][NH:5][C:17](=[O:18])[C:16]1[CH:20]=[CH:21][C:22]([N+:23]([O-:25])=[O:24])=[C:14]([F:13])[CH:15]=1. The reactants are [CH3:1][O:2][CH:3]([O:6][CH3:7])[CH2:4][NH2:5].C(=O)(O)[O-].[Na+].[F:13][C:14]1[CH:15]=[C:16]([CH:20]=[CH:21][C:22]=1[N+:23]([O-:25])=[O:24])[C:17](Cl)=[O:18]. The catalyst is O1CCCC1. (3) The reactants are C(OC([N:11]1[CH2:16][CH2:15][CH2:14][C@H:13]([C:17](=[O:25])[NH:18][C:19]2[CH:24]=[CH:23][CH:22]=[CH:21][CH:20]=2)[CH2:12]1)=O)C1C=CC=CC=1.[H][H]. The catalyst is CO.[Pd]. The product is [C:19]1([NH:18][C:17]([CH:13]2[CH2:14][CH2:15][CH2:16][NH:11][CH2:12]2)=[O:25])[CH:20]=[CH:21][CH:22]=[CH:23][CH:24]=1. The yield is 0.990. (4) The reactants are [F:1][CH:2]1[CH2:6][N:5]([C@@H](C2C=CC=CC=2)C)[CH2:4][C@@:3]1([CH3:22])[C:15]([O:17][C:18]([CH3:21])([CH3:20])[CH3:19])=[O:16].[CH2:23]([O:30][C:31](Cl)=[O:32])[C:24]1[CH:29]=[CH:28][CH:27]=[CH:26][CH:25]=1. The catalyst is ClCCl. The product is [CH2:23]([O:30][C:31]([N:5]1[CH2:6][CH:2]([F:1])[C@:3]([CH3:22])([C:15]([O:17][C:18]([CH3:21])([CH3:20])[CH3:19])=[O:16])[CH2:4]1)=[O:32])[C:24]1[CH:29]=[CH:28][CH:27]=[CH:26][CH:25]=1. The yield is 0.810. (5) The reactants are [N+:1]([C:4]1[CH:5]=[C:6]([CH:12]=[CH:13][C:14]=1[O:15][C:16]([F:19])([F:18])[F:17])[C:7]([O:9][CH2:10]C)=[O:8])([O-])=O. The catalyst is CO.[Pd]. The product is [NH2:1][C:4]1[CH:5]=[C:6]([CH:12]=[CH:13][C:14]=1[O:15][C:16]([F:17])([F:18])[F:19])[C:7]([O:9][CH3:10])=[O:8]. The yield is 0.820. (6) The reactants are [CH3:1][O:2][C:3](=[O:28])[CH2:4][C:5]1[CH:10]=[C:9]([C:11]2[CH:16]=[CH:15][C:14]([C:17]([F:20])([F:19])[F:18])=[CH:13][CH:12]=2)[N:8]=[C:7]([C:21]2[CH:26]=[CH:25][C:24]([F:27])=[CH:23][CH:22]=2)[CH:6]=1.C[Si]([N-][Si](C)(C)C)(C)C.[K+].Br[CH2:40][C:41]([CH3:43])=[CH2:42]. The catalyst is C1COCC1. The product is [CH3:1][O:2][C:3](=[O:28])[CH:4]([C:5]1[CH:10]=[C:9]([C:11]2[CH:16]=[CH:15][C:14]([C:17]([F:18])([F:20])[F:19])=[CH:13][CH:12]=2)[N:8]=[C:7]([C:21]2[CH:22]=[CH:23][C:24]([F:27])=[CH:25][CH:26]=2)[CH:6]=1)[CH2:42][C:41]([CH3:43])=[CH2:40]. The yield is 0.600. (7) The reactants are [Cl:1][C:2]1[CH:7]=[C:6]([F:8])[C:5]([OH:9])=[C:4]([F:10])[CH:3]=1.F[C:12]1[CH:19]=[CH:18][C:15]([CH:16]=[O:17])=[CH:14][CH:13]=1.C([O-])([O-])=O.[K+].[K+]. The catalyst is CN(C=O)C.O. The product is [Cl:1][C:2]1[CH:7]=[C:6]([F:8])[C:5]([O:9][C:12]2[CH:19]=[CH:18][C:15]([CH:16]=[O:17])=[CH:14][CH:13]=2)=[C:4]([F:10])[CH:3]=1. The yield is 0.661. (8) The reactants are [Cl-].[Al+3].[Cl-].[Cl-].[Cl:5][CH2:6][CH2:7][C:8](Cl)=[O:9].[CH3:11][C:12]1[C:13]([C:17]([O:19][CH3:20])=[O:18])=[CH:14][S:15][CH:16]=1. The catalyst is C(Cl)Cl. The product is [Cl:5][CH2:6][CH2:7][C:8]([C:16]1[S:15][CH:14]=[C:13]([C:17]([O:19][CH3:20])=[O:18])[C:12]=1[CH3:11])=[O:9]. The yield is 0.920.